Dataset: Reaction yield outcomes from USPTO patents with 853,638 reactions. Task: Predict the reaction yield, written as a fraction of the theoretical maximum amount of product (1.0 means a 100% yield; for example, 0.34 means a 34% yield). The reactants are Br[C:2]1[C:3]2[O:12][C:11]([CH2:13][N:14]3[CH2:19][CH2:18][N:17]([S:20]([CH3:23])(=[O:22])=[O:21])[CH2:16][C@H:15]3[CH3:24])=[CH:10][C:4]=2[C:5](=[O:9])[N:6]([CH3:8])[CH:7]=1.CC1(C)C(C)(C)OB([C:33]2[CH:34]=[C:35]([NH:39][C:40](=[O:42])[CH3:41])[CH:36]=[N:37][CH:38]=2)O1.C(=O)([O-])[O-].[K+].[K+]. The catalyst is C(OCC)(=O)C.C1C=CC([P]([Pd]([P](C2C=CC=CC=2)(C2C=CC=CC=2)C2C=CC=CC=2)([P](C2C=CC=CC=2)(C2C=CC=CC=2)C2C=CC=CC=2)[P](C2C=CC=CC=2)(C2C=CC=CC=2)C2C=CC=CC=2)(C2C=CC=CC=2)C2C=CC=CC=2)=CC=1. The product is [CH3:8][N:6]1[CH:7]=[C:2]([C:33]2[CH:34]=[C:35]([NH:39][C:40](=[O:42])[CH3:41])[CH:36]=[N:37][CH:38]=2)[C:3]2[O:12][C:11]([CH2:13][N:14]3[CH2:19][CH2:18][N:17]([S:20]([CH3:23])(=[O:22])=[O:21])[CH2:16][C@H:15]3[CH3:24])=[CH:10][C:4]=2[C:5]1=[O:9]. The yield is 0.0260.